This data is from Reaction yield outcomes from USPTO patents with 853,638 reactions. The task is: Predict the reaction yield, written as a fraction of the theoretical maximum amount of product (1.0 means a 100% yield; for example, 0.34 means a 34% yield). (1) The reactants are [CH2:1]([O:3][C:4](=[O:18])[CH2:5][C@@H:6]([NH:10][C:11]1[CH:16]=[CH:15][CH:14]=[CH:13][C:12]=1[NH2:17])[CH2:7][CH2:8][CH3:9])[CH3:2].[C:19](C1NC=CN=1)(C1NC=CN=1)=[O:20]. The catalyst is C1COCC1. The product is [CH2:1]([O:3][C:4](=[O:18])[CH2:5][C@@H:6]([N:10]1[C:11]2[CH:16]=[CH:15][CH:14]=[CH:13][C:12]=2[NH:17][C:19]1=[O:20])[CH2:7][CH2:8][CH3:9])[CH3:2]. The yield is 0.980. (2) The reactants are [O:1]=[C:2]1[CH2:7][CH:6]([C:8]2[CH:15]=[CH:14][C:11]([C:12]#[N:13])=[CH:10][CH:9]=2)[CH2:5][CH2:4][NH:3]1.F[B-](F)(F)F.[CH3:21][O+](C)C.C(=O)(O)[O-].[Na+]. The catalyst is ClCCl. The product is [CH3:21][O:1][C:2]1[CH2:7][CH:6]([C:8]2[CH:9]=[CH:10][C:11]([C:12]#[N:13])=[CH:14][CH:15]=2)[CH2:5][CH2:4][N:3]=1. The yield is 0.900. (3) The reactants are F[C:2](F)(F)[C:3](O)=O.F[C:9](F)(F)C(O)=O.[CH3:15][C:16]1[CH:25]=[C:24]([CH2:26][O:27][C:28]2[CH:52]=[CH:51][C:31]([C:32]([NH:34][CH2:35][C:36]3([CH:45]4[CH2:50][CH2:49][NH:48][CH2:47][CH2:46]4)[C:41](=[O:42])[NH:40][C:39](=[O:43])[NH:38][C:37]3=[O:44])=[O:33])=[CH:30][CH:29]=2)[C:23]2[C:18](=[CH:19][CH:20]=[CH:21][CH:22]=2)[N:17]=1. The catalyst is CC(C)=O. The product is [CH:2]([N:48]1[CH2:49][CH2:50][CH:45]([C:36]2([CH2:35][NH:34][C:32](=[O:33])[C:31]3[CH:30]=[CH:29][C:28]([O:27][CH2:26][C:24]4[C:23]5[C:18](=[CH:19][CH:20]=[CH:21][CH:22]=5)[N:17]=[C:16]([CH3:15])[CH:25]=4)=[CH:52][CH:51]=3)[C:37](=[O:44])[NH:38][C:39](=[O:43])[NH:40][C:41]2=[O:42])[CH2:46][CH2:47]1)([CH3:3])[CH3:9]. The yield is 0.328. (4) The reactants are [Br:1][C:2]1[CH:7]=[CH:6][C:5]([NH:8][C:9]2[N:10]([CH3:19])[C:11](=[O:18])[CH:12]=[CH:13][C:14]=2[C:15]([OH:17])=O)=[C:4]([F:20])[CH:3]=1.CCN=C=NCCCN(C)C.C1C=CC2N(O)N=NC=2C=1.[CH:42]1([CH2:45][O:46][NH2:47])[CH2:44][CH2:43]1.CCN(CC)CC. The product is [CH:42]1([CH2:45][O:46][NH:47][C:15]([C:14]2[CH:13]=[CH:12][C:11](=[O:18])[N:10]([CH3:19])[C:9]=2[NH:8][C:5]2[CH:6]=[CH:7][C:2]([Br:1])=[CH:3][C:4]=2[F:20])=[O:17])[CH2:44][CH2:43]1. The yield is 0.570. The catalyst is CC(N(C)C)=O.CCOC(C)=O. (5) The reactants are [CH3:1][O:2][C:3]1[C:4](=[O:9])[NH:5][C:6](=[O:8])[CH:7]=1.C(O)(C(F)(F)F)=O.[CH2:17]([N:24]([CH2:28][Si](C)(C)C)[CH2:25]OC)[C:18]1[CH:23]=[CH:22][CH:21]=[CH:20][CH:19]=1. The catalyst is C(Cl)Cl.C(=O)(O)[O-].[Na+]. The product is [CH2:17]([N:24]1[CH2:28][C@:3]2([O:2][CH3:1])[C:4](=[O:9])[NH:5][C:6](=[O:8])[C@@H:7]2[CH2:25]1)[C:18]1[CH:23]=[CH:22][CH:21]=[CH:20][CH:19]=1. The yield is 0.610. (6) The reactants are C([Si](C)(C)[O:6][C:7]1[CH:14]=[CH:13][C:10]([CH:11]=[O:12])=[C:9]([CH:15]([CH3:17])[CH3:16])[CH:8]=1)(C)(C)C.[F-].C([N+](CCCC)(CCCC)CCCC)CCC. The catalyst is C1COCC1. The product is [OH:6][C:7]1[CH:14]=[CH:13][C:10]([CH:11]=[O:12])=[C:9]([CH:15]([CH3:17])[CH3:16])[CH:8]=1. The yield is 0.960.